From a dataset of Reaction yield outcomes from USPTO patents with 853,638 reactions. Predict the reaction yield, written as a fraction of the theoretical maximum amount of product (1.0 means a 100% yield; for example, 0.34 means a 34% yield). (1) The product is [C:1]([C:3]1[C:7]2[CH:8]=[C:9]([O:12][CH3:13])[CH:10]=[CH:11][C:6]=2[O:5][C:4]=1[CH:14]([NH:21][C:22]1[CH:23]=[CH:24][C:25]([C:28]([N:30]([CH3:38])[CH2:31][CH2:32][C:33]([OH:35])=[O:34])=[O:29])=[CH:26][CH:27]=1)[CH:15]1[CH2:20][CH2:19][CH2:18][CH2:17][CH2:16]1)#[N:2]. The catalyst is C(O)C. The yield is 0.910. The reactants are [C:1]([C:3]1[C:7]2[CH:8]=[C:9]([O:12][CH3:13])[CH:10]=[CH:11][C:6]=2[O:5][C:4]=1[CH:14]([NH:21][C:22]1[CH:27]=[CH:26][C:25]([C:28]([N:30]([CH3:38])[CH2:31][CH2:32][C:33]([O:35]CC)=[O:34])=[O:29])=[CH:24][CH:23]=1)[CH:15]1[CH2:20][CH2:19][CH2:18][CH2:17][CH2:16]1)#[N:2].O1CCCC1.[OH-].[Na+]. (2) The catalyst is C1COCC1. The yield is 0.800. The product is [Br:52][CH2:24][CH2:23][CH2:22][C:20]1[C:19]([O:26][CH3:27])=[CH:18][C:9]2[C@@H:10]([C:12]3[CH:17]=[CH:16][CH:15]=[CH:14][CH:13]=3)[NH:11][C@@:5]([CH2:1][CH2:2][CH2:3][CH3:4])([CH2:30][CH3:31])[CH2:6][S:7](=[O:29])(=[O:28])[C:8]=2[CH:21]=1. The reactants are [CH2:1]([C@@:5]1([CH2:30][CH3:31])[NH:11][C@H:10]([C:12]2[CH:17]=[CH:16][CH:15]=[CH:14][CH:13]=2)[C:9]2[CH:18]=[C:19]([O:26][CH3:27])[C:20]([CH2:22][CH2:23][CH2:24]O)=[CH:21][C:8]=2[S:7](=[O:29])(=[O:28])[CH2:6]1)[CH2:2][CH2:3][CH3:4].C1(P(C2C=CC=CC=2)C2C=CC=CC=2)C=CC=CC=1.C(Br)(Br)(Br)[Br:52]. (3) The reactants are [Cl-].O[NH3+:3].[C:4](=[O:7])([O-])[OH:5].[Na+].CS(C)=O.[OH:13][C:14]1([C:48]([F:51])([F:50])[F:49])[CH2:19][CH2:18][CH:17]([N:20]2[C:25](=[O:26])[C:24]([CH2:27][C:28]3[CH:33]=[CH:32][C:31]([C:34]4[C:35]([C:40]#[N:41])=[CH:36][CH:37]=[CH:38][CH:39]=4)=[CH:30][CH:29]=3)=[C:23]([CH2:42][CH2:43][CH3:44])[N:22]3[N:45]=[CH:46][N:47]=[C:21]23)[CH2:16][CH2:15]1. The catalyst is C(OCC)(=O)C. The product is [OH:13][C:14]1([C:48]([F:50])([F:51])[F:49])[CH2:19][CH2:18][CH:17]([N:20]2[C:25](=[O:26])[C:24]([CH2:27][C:28]3[CH:29]=[CH:30][C:31]([C:34]4[CH:39]=[CH:38][CH:37]=[CH:36][C:35]=4[C:40]4[NH:3][C:4](=[O:7])[O:5][N:41]=4)=[CH:32][CH:33]=3)=[C:23]([CH2:42][CH2:43][CH3:44])[N:22]3[N:45]=[CH:46][N:47]=[C:21]23)[CH2:16][CH2:15]1. The yield is 0.510. (4) The reactants are [F:1][C:2]([F:15])([F:14])[CH2:3][CH2:4][C:5]([N:11]=[C:12]=[O:13])(OC)[C:6]([OH:8])=O.CN([C:19]([O:23]N1N=NC2C=CC=NC1=2)=[N+](C)C)C.F[P-](F)(F)(F)(F)F.[C:40]([O:44][C:45]([N:47]1[CH2:51][CH2:50][CH2:49][CH:48]1[C:52]1[NH:53][C:54]([C:57]2[CH:62]=[CH:61][C:60]([C:63]3[CH:68]=[CH:67][C:66]([C:69]4[NH:70][C:71]([CH:74]5[CH2:78][CH2:77][CH2:76][NH:75]5)=[N:72][CH:73]=4)=[CH:65][CH:64]=3)=[CH:59][CH:58]=2)=[CH:55][N:56]=1)=[O:46])([CH3:43])([CH3:42])[CH3:41].C(N(C(C)C)CC)(C)C. The catalyst is CN(C)C=O.C(OCC)(=O)C. The product is [C:40]([O:44][C:45]([N:47]1[CH2:51][CH2:50][CH2:49][CH:48]1[C:52]1[NH:53][C:54]([C:57]2[CH:58]=[CH:59][C:60]([C:63]3[CH:68]=[CH:67][C:66]([C:69]4[NH:70][C:71]([CH:74]5[CH2:78][CH2:77][CH2:76][N:75]5[C:6](=[O:8])[CH:5]([NH:11][C:12]([O:23][CH3:19])=[O:13])[CH2:4][CH2:3][C:2]([F:1])([F:14])[F:15])=[N:72][CH:73]=4)=[CH:65][CH:64]=3)=[CH:61][CH:62]=2)=[CH:55][N:56]=1)=[O:46])([CH3:43])([CH3:41])[CH3:42]. The yield is 0.590. (5) The reactants are [O:1]=[C:2]1[CH2:11][CH2:10][CH2:9][C:8]2[CH:7]=[C:6]([C:12]([OH:14])=[O:13])[CH:5]=[CH:4][C:3]1=2.CO.[CH3:17][Si](C=[N+]=[N-])(C)C. The catalyst is C1COCC1. The product is [O:1]=[C:2]1[CH2:11][CH2:10][CH2:9][C:8]2[CH:7]=[C:6]([C:12]([O:14][CH3:17])=[O:13])[CH:5]=[CH:4][C:3]1=2. The yield is 1.00. (6) The reactants are [C:1]([C:5]1[CH:10]=[C:9]([F:11])[C:8]([N+:12]([O-])=O)=[CH:7][C:6]=1[OH:15])([CH3:4])([CH3:3])[CH3:2].C([O-])=O.[NH4+]. The catalyst is CCO.[Pd]. The product is [C:1]([C:5]1[CH:10]=[C:9]([F:11])[C:8]([NH2:12])=[CH:7][C:6]=1[OH:15])([CH3:4])([CH3:2])[CH3:3]. The yield is 0.830. (7) The reactants are [Br:1][C:2]1[CH:3]=[C:4]2[C:8](=[CH:9][CH:10]=1)[C:7](=[O:11])[NH:6][CH2:5]2.[C:12](O[C:12]([O:14][C:15]([CH3:18])([CH3:17])[CH3:16])=[O:13])([O:14][C:15]([CH3:18])([CH3:17])[CH3:16])=[O:13]. The catalyst is CN(C)C1C=CN=CC=1.O1CCCC1. The product is [Br:1][C:2]1[CH:3]=[C:4]2[C:8](=[CH:9][CH:10]=1)[C:7](=[O:11])[N:6]([C:12]([O:14][C:15]([CH3:18])([CH3:17])[CH3:16])=[O:13])[CH2:5]2. The yield is 0.840. (8) The reactants are O=[C:2]([CH:8]1[CH2:12][CH2:11][CH2:10][C:9]1=O)[C:3]([O:5][CH2:6][CH3:7])=[O:4].Cl.[Br:15][C:16]1[CH:17]=[C:18]([NH:22][NH2:23])[CH:19]=[CH:20][CH:21]=1. No catalyst specified. The product is [Br:15][C:16]1[CH:17]=[C:18]([N:22]2[C:9]3[CH2:10][CH2:11][CH2:12][C:8]=3[C:2]([C:3]([O:5][CH2:6][CH3:7])=[O:4])=[N:23]2)[CH:19]=[CH:20][CH:21]=1. The yield is 0.660.